From a dataset of Forward reaction prediction with 1.9M reactions from USPTO patents (1976-2016). Predict the product of the given reaction. (1) Given the reactants [N:1]1[C:11]2[N:10]([C:12](=[O:15])[CH2:13]Cl)[C:9]3[CH:16]=[CH:17][CH:18]=[CH:19][C:8]=3[CH2:7][CH2:6][C:5]=2[CH:4]=[CH:3][CH:2]=1.[C-:20]#[N:21].[Na+], predict the reaction product. The product is: [N:1]1[C:11]2[N:10]([C:12](=[O:15])[CH2:13][C:20]#[N:21])[C:9]3[CH:16]=[CH:17][CH:18]=[CH:19][C:8]=3[CH2:7][CH2:6][C:5]=2[CH:4]=[CH:3][CH:2]=1. (2) Given the reactants [N+:1]([C:4]1[CH:5]=[N:6][N:7]([CH2:9][CH2:10][C:11]2[CH:16]=[CH:15][CH:14]=[CH:13][CH:12]=2)[CH:8]=1)([O-])=O, predict the reaction product. The product is: [NH2:1][C:4]1[CH:5]=[N:6][N:7]([CH2:9][CH2:10][C:11]2[CH:16]=[CH:15][CH:14]=[CH:13][CH:12]=2)[CH:8]=1. (3) Given the reactants [C:1]([C:3]1[C:8]([F:9])=[CH:7][C:6]([F:10])=[CH:5][N:4]=1)#[N:2].[CH3:11][OH:12].C[O-].[Na+], predict the reaction product. The product is: [F:10][C:6]1[CH:7]=[C:8]([O:12][CH3:11])[C:3]([C:1]#[N:2])=[N:4][CH:5]=1.[F:9][C:8]1[C:3]([C:1]#[N:2])=[N:4][CH:5]=[C:6]([O:12][CH3:11])[CH:7]=1. (4) Given the reactants [CH3:1][S:2](Cl)(=[O:4])=[O:3].[Cl:6][C:7]1[CH:17]=[CH:16][C:10]([CH2:11][O:12][CH2:13][CH2:14][OH:15])=[CH:9][CH:8]=1.C(N(C(C)C)CC)(C)C.O, predict the reaction product. The product is: [Cl:6][C:7]1[CH:8]=[CH:9][C:10]([CH2:11][O:12][CH2:13][CH2:14][O:15][S:2]([CH3:1])(=[O:4])=[O:3])=[CH:16][CH:17]=1. (5) Given the reactants [O:1]1[CH2:5][C@H:4]([OH:6])[CH:3]2[O:7][CH2:8][C@H:9]([OH:10])[CH:2]12.C1CCN2C(=NCCC2)CC1.C([N:25]1[C:29]2[CH:30]=[C:31]([F:51])[C:32]([C:35]3[CH:40]=[CH:39][C:38]([C:41]4[CH:46]=[CH:45][C:44]([C:47]([O:49][CH3:50])=[O:48])=[CH:43][CH:42]=4)=[CH:37][CH:36]=3)=[C:33]([F:34])[C:28]=2[N:27]=[C:26]1S(C)(=O)=O)C=C, predict the reaction product. The product is: [F:34][C:33]1[C:28]2[N:27]=[C:26]([O:6][C@H:4]3[CH2:5][O:1][CH:2]4[C@@H:9]([OH:10])[CH2:8][O:7][CH:3]34)[NH:25][C:29]=2[CH:30]=[C:31]([F:51])[C:32]=1[C:35]1[CH:36]=[CH:37][C:38]([C:41]2[CH:46]=[CH:45][C:44]([C:47]([O:49][CH3:50])=[O:48])=[CH:43][CH:42]=2)=[CH:39][CH:40]=1. (6) The product is: [CH3:1][C:2]1[C:3]([CH:22]([O:42][CH2:43][CH3:44])[C:23]2[NH:27][C:26]3[CH:36]=[CH:37][C:38]([C:40]#[N:41])=[CH:39][C:25]=3[N:24]=2)=[C:4]2[C:8](=[C:9]([CH3:11])[CH:10]=1)[NH:7][CH:6]=[CH:5]2. Given the reactants [CH3:1][C:2]1[C:3]([CH:22]([O:42][CH2:43][CH3:44])[C:23]2[N:27](COCC[Si](C)(C)C)[C:26]3[CH:36]=[CH:37][C:38]([C:40]#[N:41])=[CH:39][C:25]=3[N:24]=2)=[C:4]2[C:8](=[C:9]([CH3:11])[CH:10]=1)[N:7](S(C1C=CC(C)=CC=1)(=O)=O)[CH:6]=[CH:5]2.CC1C(C(OCC)C2N(COCC[Si](C)(C)C)C3C=C(C#N)C=CC=3N=2)=C2C(=C(C)C=1)N(S(C1C=CC(C)=CC=1)(=O)=O)C=C2, predict the reaction product. (7) Given the reactants [CH:1]1([C@@:7]([OH:36])([C:30]2[CH:35]=[CH:34][CH:33]=[CH:32][CH:31]=2)[C:8]2[CH:12]=[C:11]([CH2:13][N+:14]34[CH2:21][CH2:20][CH:17]([CH2:18][CH2:19]3)[C@@H:16]([O:22][C:23]3[CH:28]=[CH:27][C:26]([F:29])=[CH:25][CH:24]=3)[CH2:15]4)[O:10][N:9]=2)[CH2:6][CH2:5][CH2:4][CH2:3][CH2:2]1.[Cl-].C1([C@@](O)(C2C=CC=CC=2)C2C=C(C[N+]34CCC(CC3)[C@@H](OC3C=CC(F)=CC=3)C4)ON=2)CCCCC1.[C:74]1([S:80]([O-:83])(=[O:82])=[O:81])[CH:79]=[CH:78][CH:77]=[CH:76][CH:75]=1.[Na+], predict the reaction product. The product is: [C:74]1([S:80]([O-:83])(=[O:82])=[O:81])[CH:79]=[CH:78][CH:77]=[CH:76][CH:75]=1.[CH:30]1([C@@:7]([OH:36])([C:1]2[CH:2]=[CH:3][CH:4]=[CH:5][CH:6]=2)[C:8]2[CH:12]=[C:11]([CH2:13][N+:14]34[CH2:21][CH2:20][CH:17]([CH2:18][CH2:19]3)[C@@H:16]([O:22][C:23]3[CH:24]=[CH:25][C:26]([F:29])=[CH:27][CH:28]=3)[CH2:15]4)[O:10][N:9]=2)[CH2:35][CH2:34][CH2:33][CH2:32][CH2:31]1.